From a dataset of NCI-60 drug combinations with 297,098 pairs across 59 cell lines. Regression. Given two drug SMILES strings and cell line genomic features, predict the synergy score measuring deviation from expected non-interaction effect. (1) Drug 1: C1=C(C(=O)NC(=O)N1)F. Drug 2: C1CN(CCN1C(=O)CCBr)C(=O)CCBr. Cell line: NCIH23. Synergy scores: CSS=35.1, Synergy_ZIP=-14.6, Synergy_Bliss=-3.78, Synergy_Loewe=-18.8, Synergy_HSA=1.16. (2) Drug 1: C1=NC2=C(N1)C(=S)N=C(N2)N. Drug 2: CC1=C2C(C(=O)C3(C(CC4C(C3C(C(C2(C)C)(CC1OC(=O)C(C(C5=CC=CC=C5)NC(=O)C6=CC=CC=C6)O)O)OC(=O)C7=CC=CC=C7)(CO4)OC(=O)C)O)C)OC(=O)C. Cell line: OVCAR-8. Synergy scores: CSS=57.6, Synergy_ZIP=-1.05, Synergy_Bliss=-0.340, Synergy_Loewe=-22.4, Synergy_HSA=0.932. (3) Drug 1: CN1C2=C(C=C(C=C2)N(CCCl)CCCl)N=C1CCCC(=O)O.Cl. Drug 2: CCCCCOC(=O)NC1=NC(=O)N(C=C1F)C2C(C(C(O2)C)O)O. Cell line: RPMI-8226. Synergy scores: CSS=8.43, Synergy_ZIP=-1.44, Synergy_Bliss=-0.507, Synergy_Loewe=-10.2, Synergy_HSA=-5.67. (4) Drug 1: CC=C1C(=O)NC(C(=O)OC2CC(=O)NC(C(=O)NC(CSSCCC=C2)C(=O)N1)C(C)C)C(C)C. Drug 2: CC12CCC3C(C1CCC2OP(=O)(O)O)CCC4=C3C=CC(=C4)OC(=O)N(CCCl)CCCl.[Na+]. Cell line: SF-268. Synergy scores: CSS=54.0, Synergy_ZIP=-0.0590, Synergy_Bliss=0.812, Synergy_Loewe=-35.3, Synergy_HSA=0.611.